From a dataset of Forward reaction prediction with 1.9M reactions from USPTO patents (1976-2016). Predict the product of the given reaction. Given the reactants S(Cl)(Cl)=O.[Br:5][C:6]1[C:15]2[C:10](=[CH:11][CH:12]=[CH:13][CH:14]=2)[C:9]([C:16](=[O:32])[CH2:17][C:18]([C:24]2[CH:29]=[C:28]([Cl:30])[CH:27]=[C:26]([Cl:31])[CH:25]=2)(O)[C:19]([F:22])([F:21])[F:20])=[CH:8][CH:7]=1.Cl, predict the reaction product. The product is: [Br:5][C:6]1[C:15]2[C:10](=[CH:11][CH:12]=[CH:13][CH:14]=2)[C:9]([C:16](=[O:32])[CH:17]=[C:18]([C:24]2[CH:25]=[C:26]([Cl:31])[CH:27]=[C:28]([Cl:30])[CH:29]=2)[C:19]([F:21])([F:22])[F:20])=[CH:8][CH:7]=1.